From a dataset of Forward reaction prediction with 1.9M reactions from USPTO patents (1976-2016). Predict the product of the given reaction. (1) Given the reactants [Br:1][C:2]1[CH:7]=[CH:6][C:5]([S:8](Cl)(=[O:10])=[O:9])=[CH:4][CH:3]=1.[CH:12]([NH2:15])([CH3:14])[CH3:13], predict the reaction product. The product is: [Br:1][C:2]1[CH:7]=[CH:6][C:5]([S:8]([NH:15][CH:12]([CH3:14])[CH3:13])(=[O:10])=[O:9])=[CH:4][CH:3]=1. (2) Given the reactants [Br:1][C:2]1[N:7]=[CH:6][C:5]([CH2:8]O)=[CH:4][CH:3]=1.S(Cl)([Cl:12])=O, predict the reaction product. The product is: [Br:1][C:2]1[CH:3]=[CH:4][C:5]([CH2:8][Cl:12])=[CH:6][N:7]=1. (3) The product is: [NH2:1][C:2]1[C:3]2[C:10]([CH:23]=[CH:22][C:21]([O:25][CH3:26])=[O:24])=[CH:9][N:8]([C@@H:12]3[O:18][C@H:17]([CH2:19][OH:20])[C@@H:15]([OH:16])[C@@:13]3([CH3:27])[OH:14])[C:4]=2[N:5]=[CH:6][N:7]=1. Given the reactants [NH2:1][C:2]1[C:3]2[C:10](I)=[CH:9][N:8]([C@@H:12]3[O:18][C@H:17]([CH2:19][OH:20])[C@@H:15]([OH:16])[C@H:13]3[OH:14])[C:4]=2[N:5]=[CH:6][N:7]=1.[C:21]([O:25][CH3:26])(=[O:24])[CH:22]=[CH2:23].[CH2:27](N(CC)CC)C.C(Cl)Cl.CO, predict the reaction product. (4) Given the reactants [CH3:1][Si:2]([C:5]#[CH:6])([CH3:4])[CH3:3].[CH2:7]([Li])[CH2:8][CH2:9][CH3:10].[CH:12]1[C:17]2=[C:18]3[C:27](=CC=[C:16]2[CH:15]=[CH:14][CH:13]=1)[C:26](=O)[C:25]1[C:20](=[CH:21][CH:22]=[C:23]2C=C[CH:32]=[CH:31][C:24]2=1)[C:19]3=O.[Sn](Cl)Cl, predict the reaction product. The product is: [CH3:1][Si:2]([CH3:4])([CH3:3])[C:5]1[C:7]2[C:22]([C:21]([Si:2]([CH3:4])([CH3:3])[CH3:1])=[C:20]3[C:6]=1[C:12]1[CH:13]=[CH:14][CH:15]=[CH:16][C:17]=1[CH:18]=[CH:19]3)=[C:23]1[C:24]([C:31]#[CH:32])=[CH:25][CH:26]=[CH:27][C:10]1=[CH:9][CH:8]=2. (5) Given the reactants [C:1]([O:9][C@@H:10]1[C@H:16]([O:17][C:18](=[O:25])[C:19]2[CH:24]=[CH:23][CH:22]=[CH:21][CH:20]=2)[C@@:15]([CH2:36][CH3:37])([CH2:26][O:27][C:28](=[O:35])[C:29]2[CH:34]=[CH:33][CH:32]=[CH:31][CH:30]=2)[O:14][C@H:11]1OC)(=[O:8])[C:2]1[CH:7]=[CH:6][CH:5]=[CH:4][CH:3]=1.S(=O)(=O)(O)O.C(OCC)(=O)C.[C:49]([OH:52])(=[O:51])[CH3:50], predict the reaction product. The product is: [C:49]([O:52][C@@H:11]1[O:14][C@:15]([CH2:36][CH3:37])([CH2:26][O:27][C:28](=[O:35])[C:29]2[CH:34]=[CH:33][CH:32]=[CH:31][CH:30]=2)[C@@H:16]([O:17][C:18](=[O:25])[C:19]2[CH:24]=[CH:23][CH:22]=[CH:21][CH:20]=2)[C@H:10]1[O:9][C:1](=[O:8])[C:2]1[CH:3]=[CH:4][CH:5]=[CH:6][CH:7]=1)(=[O:51])[CH3:50]. (6) Given the reactants C([Li])CCC.[F:6][C:7]1[CH:12]=[C:11](I)[CH:10]=[CH:9][N:8]=1.[B:14](OCCCC)([O:20]CCCC)[O:15]CCCC.[OH-].[Na+], predict the reaction product. The product is: [F:6][C:7]1[CH:12]=[C:11]([B:14]([OH:20])[OH:15])[CH:10]=[CH:9][N:8]=1.